This data is from Full USPTO retrosynthesis dataset with 1.9M reactions from patents (1976-2016). The task is: Predict the reactants needed to synthesize the given product. Given the product [CH3:9][C:4]1[CH:5]=[C:6]([CH3:8])[CH:7]=[C:2]([CH3:1])[C:3]=1[S:10]([C:11]1[N:15]=[CH:14][NH:13][N:12]=1)=[O:17], predict the reactants needed to synthesize it. The reactants are: [CH3:1][C:2]1[CH:7]=[C:6]([CH3:8])[CH:5]=[C:4]([CH3:9])[C:3]=1[S:10][C:11]1[N:15]=[CH:14][NH:13][N:12]=1.C[OH:17].